This data is from Peptide-MHC class II binding affinity with 134,281 pairs from IEDB. The task is: Regression. Given a peptide amino acid sequence and an MHC pseudo amino acid sequence, predict their binding affinity value. This is MHC class II binding data. (1) The peptide sequence is GTSDEFPHSNGEIED. The MHC is DRB1_0404 with pseudo-sequence DRB1_0404. The binding affinity (normalized) is 0. (2) The peptide sequence is GEEEVQLIAAVPGKN. The MHC is DRB1_0701 with pseudo-sequence DRB1_0701. The binding affinity (normalized) is 0.389. (3) The peptide sequence is AVDGRFAVPQILGDE. The MHC is DRB3_0101 with pseudo-sequence DRB3_0101. The binding affinity (normalized) is 0.501. (4) The peptide sequence is FEAAFNDAIKASTGG. The MHC is DRB3_0101 with pseudo-sequence DRB3_0101. The binding affinity (normalized) is 0.